Task: Predict the reactants needed to synthesize the given product.. Dataset: Full USPTO retrosynthesis dataset with 1.9M reactions from patents (1976-2016) (1) Given the product [Cl:1][C:2]1[CH:26]=[CH:25][C:5]([CH:6]([OH:7])[C:8]2[CH:13]=[CH:12][CH:11]=[CH:10][C:9]=2[C:14]2[C:15]3[CH:24]=[CH:23][NH:22][C:16]=3[C:17](=[O:21])[N:18]([CH3:20])[CH:19]=2)=[CH:4][CH:3]=1, predict the reactants needed to synthesize it. The reactants are: [Cl:1][C:2]1[CH:26]=[CH:25][C:5]([C:6]([C:8]2[CH:13]=[CH:12][CH:11]=[CH:10][C:9]=2[C:14]2[C:15]3[CH:24]=[CH:23][NH:22][C:16]=3[C:17](=[O:21])[N:18]([CH3:20])[CH:19]=2)=[O:7])=[CH:4][CH:3]=1.FC(F)(F)CS(NC1C=CC(OC2CCCOC2)=C(C2C3C=CNC=3C(=O)N(C)C=2)C=1)(=O)=O. (2) The reactants are: [CH:1]1([CH2:7][C@H:8]([NH:12][C:13]([N:15]2[CH2:20][CH2:19][CH2:18][CH:17]([CH:21]([C:29]3[CH:34]=[CH:33][CH:32]=[CH:31][CH:30]=3)[CH2:22][CH2:23][CH2:24][CH2:25][O:26][CH2:27][CH3:28])[CH2:16]2)=[O:14])[CH2:9][NH:10][CH3:11])[CH2:6][CH2:5][CH2:4][CH2:3][CH2:2]1.C([O-])([O-])=O.[K+].[K+].[CH3:53][C:52]([O:51][C:49](O[C:49]([O:51][C:52]([CH3:55])([CH3:54])[CH3:53])=[O:50])=[O:50])([CH3:55])[CH3:54]. Given the product [CH2:27]([O:26][CH2:25][CH2:24][CH2:23][CH2:22][C@H:21]([C@@H:17]1[CH2:18][CH2:19][CH2:20][N:15]([C:13]([NH:12][C@@H:8]([CH2:7][CH:1]2[CH2:6][CH2:5][CH2:4][CH2:3][CH2:2]2)[CH2:9][N:10]([CH3:11])[C:49](=[O:50])[O:51][C:52]([CH3:53])([CH3:54])[CH3:55])=[O:14])[CH2:16]1)[C:29]1[CH:30]=[CH:31][CH:32]=[CH:33][CH:34]=1)[CH3:28], predict the reactants needed to synthesize it.